Dataset: NCI-60 drug combinations with 297,098 pairs across 59 cell lines. Task: Regression. Given two drug SMILES strings and cell line genomic features, predict the synergy score measuring deviation from expected non-interaction effect. (1) Cell line: UACC-257. Drug 2: COC1=C(C=C2C(=C1)N=CN=C2NC3=CC(=C(C=C3)F)Cl)OCCCN4CCOCC4. Synergy scores: CSS=6.52, Synergy_ZIP=-3.70, Synergy_Bliss=-0.0868, Synergy_Loewe=-5.27, Synergy_HSA=-1.51. Drug 1: C1CN1C2=NC(=NC(=N2)N3CC3)N4CC4. (2) Drug 1: CC1=C(C=C(C=C1)C(=O)NC2=CC(=CC(=C2)C(F)(F)F)N3C=C(N=C3)C)NC4=NC=CC(=N4)C5=CN=CC=C5. Drug 2: C(CCl)NC(=O)N(CCCl)N=O. Cell line: SF-268. Synergy scores: CSS=9.99, Synergy_ZIP=-1.69, Synergy_Bliss=-11.7, Synergy_Loewe=-4.92, Synergy_HSA=-6.69. (3) Drug 1: CN(C)N=NC1=C(NC=N1)C(=O)N. Drug 2: B(C(CC(C)C)NC(=O)C(CC1=CC=CC=C1)NC(=O)C2=NC=CN=C2)(O)O. Cell line: CAKI-1. Synergy scores: CSS=14.0, Synergy_ZIP=-1.81, Synergy_Bliss=1.52, Synergy_Loewe=4.21, Synergy_HSA=4.17. (4) Drug 1: C#CCC(CC1=CN=C2C(=N1)C(=NC(=N2)N)N)C3=CC=C(C=C3)C(=O)NC(CCC(=O)O)C(=O)O. Drug 2: COCCOC1=C(C=C2C(=C1)C(=NC=N2)NC3=CC=CC(=C3)C#C)OCCOC.Cl. Cell line: U251. Synergy scores: CSS=-2.40, Synergy_ZIP=-0.172, Synergy_Bliss=-4.33, Synergy_Loewe=-1.54, Synergy_HSA=-5.51. (5) Drug 1: C1=NC2=C(N1)C(=S)N=C(N2)N. Drug 2: C1=CN(C=N1)CC(O)(P(=O)(O)O)P(=O)(O)O. Cell line: UACC-257. Synergy scores: CSS=19.8, Synergy_ZIP=-9.11, Synergy_Bliss=1.25, Synergy_Loewe=-10.5, Synergy_HSA=1.22. (6) Drug 1: C1CC(=O)NC(=O)C1N2CC3=C(C2=O)C=CC=C3N. Drug 2: CC1=C2C(C(=O)C3(C(CC4C(C3C(C(C2(C)C)(CC1OC(=O)C(C(C5=CC=CC=C5)NC(=O)C6=CC=CC=C6)O)O)OC(=O)C7=CC=CC=C7)(CO4)OC(=O)C)O)C)OC(=O)C. Cell line: SK-MEL-5. Synergy scores: CSS=19.5, Synergy_ZIP=-1.06, Synergy_Bliss=0.771, Synergy_Loewe=-32.3, Synergy_HSA=-0.228. (7) Drug 1: CC(C1=C(C=CC(=C1Cl)F)Cl)OC2=C(N=CC(=C2)C3=CN(N=C3)C4CCNCC4)N. Drug 2: CC12CCC3C(C1CCC2=O)CC(=C)C4=CC(=O)C=CC34C. Cell line: COLO 205. Synergy scores: CSS=49.5, Synergy_ZIP=-2.01, Synergy_Bliss=-1.21, Synergy_Loewe=-8.38, Synergy_HSA=-3.64. (8) Synergy scores: CSS=-1.03, Synergy_ZIP=0.766, Synergy_Bliss=1.36, Synergy_Loewe=0.0717, Synergy_HSA=-0.248. Drug 1: C1CNP(=O)(OC1)N(CCCl)CCCl. Drug 2: C1CN(P(=O)(OC1)NCCCl)CCCl. Cell line: 786-0. (9) Drug 1: C1CCC(C1)C(CC#N)N2C=C(C=N2)C3=C4C=CNC4=NC=N3. Drug 2: CN(C)N=NC1=C(NC=N1)C(=O)N. Cell line: MALME-3M. Synergy scores: CSS=0.444, Synergy_ZIP=1.06, Synergy_Bliss=0.670, Synergy_Loewe=-3.70, Synergy_HSA=-2.41.